From a dataset of Forward reaction prediction with 1.9M reactions from USPTO patents (1976-2016). Predict the product of the given reaction. (1) Given the reactants [OH:1][C:2]1[N:6]([C:7]2[CH:12]=[C:11]([C:13]#[N:14])[CH:10]=[CH:9][N:8]=2)[N:5]=[CH:4][CH:3]=1.[Cl:15][C:16]1[CH:21]=[CH:20][C:19]([CH2:22]O)=[C:18]([CH2:24][CH2:25][C:26]2[CH:31]=[CH:30][C:29]([F:32])=[CH:28][CH:27]=2)[CH:17]=1, predict the reaction product. The product is: [Cl:15][C:16]1[CH:21]=[CH:20][C:19]([CH2:22][O:1][C:2]2[N:6]([C:7]3[CH:12]=[C:11]([C:13]#[N:14])[CH:10]=[CH:9][N:8]=3)[N:5]=[CH:4][CH:3]=2)=[C:18]([CH2:24][CH2:25][C:26]2[CH:27]=[CH:28][C:29]([F:32])=[CH:30][CH:31]=2)[CH:17]=1. (2) Given the reactants [Si:1]([O:8][CH2:9][C:10]1[N:15]=[CH:14][C:13]2[N:16]=[CH:17][N:18]([C:19]3[S:23][C:22]([C:24]([O:26][CH3:27])=[O:25])=[C:21]([OH:28])[CH:20]=3)[C:12]=2[CH:11]=1)([C:4]([CH3:7])([CH3:6])[CH3:5])([CH3:3])[CH3:2].[Si:29]([O:36][CH2:37][C@H:38]([C:40]1[CH:45]=[CH:44][CH:43]=[CH:42][C:41]=1[Cl:46])O)([C:32]([CH3:35])([CH3:34])[CH3:33])([CH3:31])[CH3:30].ClC1C=CC=CC=1[C@H](O)C(O)=O.[H-].[H-].[H-].[H-].[Li+].[Al+3].[Si](Cl)(C(C)(C)C)(C)C.C1(P(C2C=CC=CC=2)C2C=CC=CC=2)C=CC=CC=1.N(C(OC(C)(C)C)=O)=NC(OC(C)(C)C)=O, predict the reaction product. The product is: [Si:29]([O:36][CH2:37][C@@H:38]([C:40]1[CH:45]=[CH:44][CH:43]=[CH:42][C:41]=1[Cl:46])[O:28][C:21]1[CH:20]=[C:19]([N:18]2[C:12]3[CH:11]=[C:10]([CH2:9][O:8][Si:1]([C:4]([CH3:5])([CH3:6])[CH3:7])([CH3:2])[CH3:3])[N:15]=[CH:14][C:13]=3[N:16]=[CH:17]2)[S:23][C:22]=1[C:24]([O:26][CH3:27])=[O:25])([C:32]([CH3:34])([CH3:35])[CH3:33])([CH3:31])[CH3:30].